This data is from Reaction yield outcomes from USPTO patents with 853,638 reactions. The task is: Predict the reaction yield, written as a fraction of the theoretical maximum amount of product (1.0 means a 100% yield; for example, 0.34 means a 34% yield). (1) The reactants are [C:1]([O:5][C:6]([N:8]1[CH2:12][CH2:11][CH2:10][CH:9]1[C:13](=O)N(OC)C)=[O:7])([CH3:4])([CH3:3])[CH3:2].[CH3:19]C(C[AlH]CC(C)C)C.CCCCCCC.C/C(/[O-])=C(/P(OC)(OC)=O)\[N+]#N.C([O-])([O-])=O.[K+].[K+].[C@H](O)(C([O-])=O)[C@@H](O)C([O-])=O.[Na+].[K+]. The catalyst is C(Cl)Cl.O.CO. The product is [C:6]([N:8]1[CH2:12][CH2:11][CH2:10][CH:9]1[C:13]#[CH:19])([O:5][C:1]([CH3:4])([CH3:3])[CH3:2])=[O:7]. The yield is 0.580. (2) No catalyst specified. The yield is 0.140. The product is [F:28][C:21]1[CH:20]=[C:19]([C:8]2([C:4]3[CH:5]=[CH:6][CH:7]=[C:2]([C:33]4[CH:34]=[N:29][CH:30]=[N:31][CH:32]=4)[CH:3]=3)[C:16]3[C:11](=[C:12]([F:17])[CH:13]=[CH:14][CH:15]=3)[C:10]([NH2:18])=[N:9]2)[CH:24]=[C:23]([O:25][CH3:26])[C:22]=1[F:27]. The reactants are Br[C:2]1[CH:3]=[C:4]([C:8]2([C:19]3[CH:24]=[C:23]([O:25][CH3:26])[C:22]([F:27])=[C:21]([F:28])[CH:20]=3)[C:16]3[C:11](=[C:12]([F:17])[CH:13]=[CH:14][CH:15]=3)[C:10]([NH2:18])=[N:9]2)[CH:5]=[CH:6][CH:7]=1.[N:29]1[CH:34]=[C:33](B(O)O)[CH:32]=[N:31][CH:30]=1. (3) The reactants are [C:1]([O:5][C:6]([N:8]1[CH2:12][CH:11](O)[CH:10]([C:14]2[CH:19]=[CH:18][C:17]([NH:20][C:21](=[O:29])[C:22]3[CH:27]=[CH:26][C:25]([Cl:28])=[CH:24][CH:23]=3)=[CH:16][CH:15]=2)[CH2:9]1)=[O:7])([CH3:4])([CH3:3])[CH3:2].C(N(S(F)(F)[F:36])CC)C. The catalyst is ClC(Cl)C.C(#N)C. The product is [C:1]([O:5][C:6]([N:8]1[CH2:12][CH:11]([F:36])[CH:10]([C:14]2[CH:19]=[CH:18][C:17]([NH:20][C:21](=[O:29])[C:22]3[CH:27]=[CH:26][C:25]([Cl:28])=[CH:24][CH:23]=3)=[CH:16][CH:15]=2)[CH2:9]1)=[O:7])([CH3:4])([CH3:3])[CH3:2]. The yield is 0.150. (4) The reactants are Br.[CH2:2]([C:4]1[N:5]=[C:6]([C@@H:9]([NH2:20])[CH2:10][C:11]2[CH:16]=[CH:15][C:14]([N+:17]([O-:19])=[O:18])=[CH:13][CH:12]=2)[S:7][CH:8]=1)[CH3:3].[CH2:21]([CH:28]([C:32]([O:34][CH2:35][CH3:36])=[O:33])[C:29](O)=[O:30])[C:22]1[CH:27]=[CH:26][CH:25]=[CH:24][CH:23]=1.ON1C2C=CC=CC=2N=N1.CN(C)CCCN=C=NCC.C(N(C(C)C)CC)(C)C. The catalyst is CN(C=O)C.O. The product is [CH2:35]([O:34][C:32](=[O:33])[CH:28]([CH2:21][C:22]1[CH:27]=[CH:26][CH:25]=[CH:24][CH:23]=1)[C:29]([NH:20][C@H:9]([C:6]1[S:7][CH:8]=[C:4]([CH2:2][CH3:3])[N:5]=1)[CH2:10][C:11]1[CH:16]=[CH:15][C:14]([N+:17]([O-:19])=[O:18])=[CH:13][CH:12]=1)=[O:30])[CH3:36]. The yield is 0.310. (5) The reactants are C(OC([NH:8][C:9]1([CH3:37])[C:13]2([CH2:15][CH2:14]2)[CH2:12][N:11]([C:16]2[C:25]([O:26][CH3:27])=[C:24]3[C:19]([C:20](=[O:35])[C:21]([C:32]([OH:34])=[O:33])=[CH:22][N:23]3[C@@H:28]3[CH2:30][C@@H:29]3[F:31])=[CH:18][C:17]=2[F:36])[CH2:10]1)=O)(C)(C)C.[ClH:38]. The catalyst is C(O)(C)C. The product is [ClH:38].[NH2:8][C:9]1([CH3:37])[C:13]2([CH2:14][CH2:15]2)[CH2:12][N:11]([C:16]2[C:25]([O:26][CH3:27])=[C:24]3[C:19]([C:20](=[O:35])[C:21]([C:32]([OH:34])=[O:33])=[CH:22][N:23]3[C@@H:28]3[CH2:30][C@@H:29]3[F:31])=[CH:18][C:17]=2[F:36])[CH2:10]1. The yield is 0.920.